This data is from Reaction yield outcomes from USPTO patents with 853,638 reactions. The task is: Predict the reaction yield, written as a fraction of the theoretical maximum amount of product (1.0 means a 100% yield; for example, 0.34 means a 34% yield). The catalyst is CCOC(C)=O.C(Cl)Cl.CCOC(C)=O.CO. The product is [NH2:6][C:7]1[C:12]2=[C:13]([C:27]3[CH:28]=[CH:29][C:30]([NH:33][C:34]([NH:36][C:37]4[CH:42]=[C:41]([C:43]([F:45])([F:46])[F:44])[CH:40]=[CH:39][N:38]=4)=[O:35])=[CH:31][CH:32]=3)[C:14]([C:16]3[O:17][CH2:20][CH:19]([C:22]([O:24][CH2:25][CH3:26])=[O:23])[N:18]=3)=[CH:15][N:11]2[N:10]=[CH:9][N:8]=1. The yield is 0.180. The reactants are C1COCC1.[NH2:6][C:7]1[C:12]2=[C:13]([C:27]3[CH:32]=[CH:31][C:30]([NH:33][C:34]([NH:36][C:37]4[CH:42]=[C:41]([C:43]([F:46])([F:45])[F:44])[CH:40]=[CH:39][N:38]=4)=[O:35])=[CH:29][CH:28]=3)[C:14]([C:16]([NH:18][C@H:19]([C:22]([O:24][CH2:25][CH3:26])=[O:23])[CH2:20]O)=[O:17])=[CH:15][N:11]2[N:10]=[CH:9][N:8]=1.CCN(S(F)(F)F)CC.C([O-])([O-])=O.[K+].[K+].